This data is from Catalyst prediction with 721,799 reactions and 888 catalyst types from USPTO. The task is: Predict which catalyst facilitates the given reaction. (1) Reactant: [NH2:1][CH2:2][CH2:3][CH2:4][C:5]1([C:23]2[CH:28]=[CH:27][CH:26]=[CH:25][CH:24]=2)[N:9]([C:10](=[O:14])[CH:11]([CH3:13])[CH3:12])[N:8]=[C:7]([C:15]2[CH:20]=[C:19]([F:21])[CH:18]=[CH:17][C:16]=2[F:22])[S:6]1.[N:29]#[C:30]Br.C(N(CC)CC)C. Product: [F:22][C:16]1[CH:17]=[CH:18][C:19]([F:21])=[CH:20][C:15]=1[C:7]1[S:6][C:5]([CH2:4][CH2:3][CH2:2][NH:1][C:30]#[N:29])([C:23]2[CH:28]=[CH:27][CH:26]=[CH:25][CH:24]=2)[N:9]([C:10](=[O:14])[CH:11]([CH3:13])[CH3:12])[N:8]=1. The catalyst class is: 2. (2) The catalyst class is: 10. Product: [CH3:1][N:2]1[C:6]([S:7][CH3:12])=[CH:5][C:4]([C:8]([F:11])([F:9])[F:10])=[N:3]1. Reactant: [CH3:1][N:2]1[C:6](=[S:7])[CH:5]=[C:4]([C:8]([F:11])([F:10])[F:9])[NH:3]1.[C:12](=O)([O-])[O-].[K+].[K+].CI. (3) Reactant: [F:1][C:2]1[CH:3]=[CH:4][C:5]([O:28]C)=[C:6]([C:8]2[N:13]=[C:12]([N:14]3[C:18]([C:19]([F:22])([F:21])[F:20])=[C:17]([C:23]([O:25][CH2:26][CH3:27])=[O:24])[CH:16]=[N:15]3)[CH:11]=[CH:10][CH:9]=2)[CH:7]=1.B(Br)(Br)Br. Product: [F:1][C:2]1[CH:3]=[CH:4][C:5]([OH:28])=[C:6]([C:8]2[N:13]=[C:12]([N:14]3[C:18]([C:19]([F:22])([F:21])[F:20])=[C:17]([C:23]([O:25][CH2:26][CH3:27])=[O:24])[CH:16]=[N:15]3)[CH:11]=[CH:10][CH:9]=2)[CH:7]=1. The catalyst class is: 2.